This data is from P-glycoprotein inhibition data for predicting drug efflux from Broccatelli et al.. The task is: Regression/Classification. Given a drug SMILES string, predict its absorption, distribution, metabolism, or excretion properties. Task type varies by dataset: regression for continuous measurements (e.g., permeability, clearance, half-life) or binary classification for categorical outcomes (e.g., BBB penetration, CYP inhibition). Dataset: pgp_broccatelli. (1) The compound is C[C@H](CCCNCCO)Nc1ccnc2cc(Cl)ccc12. The result is 0 (non-inhibitor). (2) The molecule is Nc1nc(=O)c2ncn(COC(CO)CO)c2[nH]1. The result is 0 (non-inhibitor). (3) The drug is Cc1cc(=O)n(-c2ccccc2)n1C. The result is 0 (non-inhibitor). (4) The molecule is CCN1C[C@]2(C)CC[C@@H](O)[C@]34[C@@H]5C[C@@H]6[C@@H](OC)C[C@](O)([C@@H](C[C@H]23)[C@@H]14)[C@H]5[C@@H]6O. The result is 0 (non-inhibitor). (5) The molecule is COc1ccc(CCNCCC[C@@](C#N)(c2ccc(OC)c(OC)c2)C(C)C)cc1OC. The result is 1 (inhibitor). (6) The molecule is CN1CCN(CC(=O)N2c3ccccc3C(=O)Nc3cccnc32)CC1. The result is 0 (non-inhibitor). (7) The compound is CC1(C)[C@H]2CC[C@@]3(C)[C@H](C(=O)C=C4[C@@H]5C[C@@](C)(C(=O)O)CC[C@@]5(C)CC[C@@]43C)[C@]2(C)CC[C@H]1OC(=O)CCC(=O)O. The result is 1 (inhibitor).